Predict the reactants needed to synthesize the given product. From a dataset of Full USPTO retrosynthesis dataset with 1.9M reactions from patents (1976-2016). (1) The reactants are: [CH2:1]([C:3]([C:28]1[CH:41]=[CH:40][C:31]([O:32][CH2:33][C@H:34]2[O:38][C:37](=[O:39])[CH2:36][CH2:35]2)=[C:30]([CH3:42])[CH:29]=1)([C:6]1[CH:11]=[CH:10][C:9](/[CH:12]=[CH:13]/[C:14](OCOC)([C:19]([F:22])([F:21])[F:20])[C:15]([F:18])([F:17])[F:16])=[C:8]([CH3:27])[CH:7]=1)[CH2:4][CH3:5])[CH3:2].Cl.[OH2:44].[O:45]1CCOCC1. Given the product [CH2:1]([C:3]([C:28]1[CH:41]=[CH:40][C:31]([O:32][CH2:33][C@@H:34]([OH:38])[CH2:35][CH2:36][C:37]([OH:39])=[O:45])=[C:30]([CH3:42])[CH:29]=1)([C:6]1[CH:11]=[CH:10][C:9](/[CH:12]=[CH:13]/[C:14]([OH:44])([C:15]([F:16])([F:17])[F:18])[C:19]([F:22])([F:20])[F:21])=[C:8]([CH3:27])[CH:7]=1)[CH2:4][CH3:5])[CH3:2], predict the reactants needed to synthesize it. (2) The reactants are: [CH:1]1([N:7]([CH:24]2[CH2:29][CH2:28][CH2:27][CH2:26][CH2:25]2)[C:8](=[O:23])[NH:9][C:10]2[S:11][C:12]([S:15]([NH:18]CC(O)=O)(=[O:17])=[O:16])=[CH:13][N:14]=2)[CH2:6][CH2:5][CH2:4][CH2:3][CH2:2]1.[CH:30]1(N[C@H]2CC[C@H](C)CC2)CCCCC1.C([O:46][C:47](=[O:60])[CH2:48][CH2:49]NS(C1SC(N)=NC=1)(=O)=O)C. Given the product [CH:24]1([N:7]([C@H:1]2[CH2:6][CH2:5][C@H:4]([CH3:30])[CH2:3][CH2:2]2)[C:8](=[O:23])[NH:9][C:10]2[S:11][C:12]([S:15]([NH:18][CH2:49][CH2:48][C:47]([OH:60])=[O:46])(=[O:17])=[O:16])=[CH:13][N:14]=2)[CH2:29][CH2:28][CH2:27][CH2:26][CH2:25]1, predict the reactants needed to synthesize it. (3) Given the product [N:1]1([CH2:6][C:7]2[CH:23]=[CH:22][C:10]([CH2:11][N:12]3[CH:20]=[C:19]4[C:14]([N:15]=[CH:16][N:17]=[C:18]4[NH:24][CH2:25][C:26]4[CH:31]=[CH:30][CH:29]=[CH:28][C:27]=4[CH2:32][C:33]([OH:35])=[O:34])=[N:13]3)=[CH:9][CH:8]=2)[CH:5]=[CH:4][CH:3]=[N:2]1, predict the reactants needed to synthesize it. The reactants are: [N:1]1([CH2:6][C:7]2[CH:23]=[CH:22][C:10]([CH2:11][N:12]3[CH:20]=[C:19]4[C:14]([N:15]=[CH:16][N:17]=[C:18]4Cl)=[N:13]3)=[CH:9][CH:8]=2)[CH:5]=[CH:4][CH:3]=[N:2]1.[NH2:24][CH2:25][C:26]1[CH:31]=[CH:30][CH:29]=[CH:28][C:27]=1[CH2:32][C:33]([OH:35])=[O:34].CCN(C(C)C)C(C)C. (4) Given the product [Cl:7][C:5]1[N:6]=[C:2]([N:17]2[CH2:22][CH2:21][NH:20][CH2:19][CH2:18]2)[N:3]([CH2:9][O:10][CH2:11][CH2:12][Si:13]([CH3:16])([CH3:15])[CH3:14])[C:4]=1[Cl:8], predict the reactants needed to synthesize it. The reactants are: Br[C:2]1[N:3]([CH2:9][O:10][CH2:11][CH2:12][Si:13]([CH3:16])([CH3:15])[CH3:14])[C:4]([Cl:8])=[C:5]([Cl:7])[N:6]=1.[NH:17]1[CH2:22][CH2:21][NH:20][CH2:19][CH2:18]1. (5) Given the product [CH3:11][O:12][CH2:13][CH2:14][NH:10][C:9]1[CH:8]=[CH:7][S:6][C:5]=1[C:3]([O:2][CH3:1])=[O:4], predict the reactants needed to synthesize it. The reactants are: [CH3:1][O:2][C:3]([C:5]1[S:6][CH:7]=[CH:8][C:9]=1[NH2:10])=[O:4].[CH3:11][O:12][CH2:13][CH2:14]Br.[I-].[K+].CCN(C(C)C)C(C)C. (6) The reactants are: [C:1]([OH:9])(=O)[CH2:2][CH2:3][CH2:4][CH2:5][CH:6]=[CH2:7].C(Cl)(=O)C([Cl:13])=O. Given the product [C:1]([Cl:13])(=[O:9])[CH2:2][CH2:3][CH2:4][CH2:5][CH:6]=[CH2:7], predict the reactants needed to synthesize it.